From a dataset of Reaction yield outcomes from USPTO patents with 853,638 reactions. Predict the reaction yield, written as a fraction of the theoretical maximum amount of product (1.0 means a 100% yield; for example, 0.34 means a 34% yield). The reactants are [CH3:1][N:2]([CH3:20])[C:3]1[N:8]=[C:7]2[N:9]([CH:14]3[CH2:19][CH2:18][NH:17][CH2:16][CH2:15]3)[C:10](=[O:13])[N:11]([CH3:12])[C:6]2=[CH:5][CH:4]=1.[CH3:21][S:22]([N:25]1[CH2:30][CH2:29][C:28]2[N:31]([CH2:44][C@@H:45]3[CH2:47][O:46]3)[N:32]=[C:33]([C:34]3[CH:39]=[CH:38][C:37]([C:40]([F:43])([F:42])[F:41])=[CH:36][CH:35]=3)[C:27]=2[CH2:26]1)(=[O:24])=[O:23]. The catalyst is CCO.ClC(Cl)C. The product is [CH3:1][N:2]([CH3:20])[C:3]1[N:8]=[C:7]2[N:9]([CH:14]3[CH2:19][CH2:18][N:17]([CH2:47][C@H:45]([OH:46])[CH2:44][N:31]4[C:28]5[CH2:29][CH2:30][N:25]([S:22]([CH3:21])(=[O:24])=[O:23])[CH2:26][C:27]=5[C:33]([C:34]5[CH:39]=[CH:38][C:37]([C:40]([F:42])([F:43])[F:41])=[CH:36][CH:35]=5)=[N:32]4)[CH2:16][CH2:15]3)[C:10](=[O:13])[N:11]([CH3:12])[C:6]2=[CH:5][CH:4]=1. The yield is 0.970.